This data is from Full USPTO retrosynthesis dataset with 1.9M reactions from patents (1976-2016). The task is: Predict the reactants needed to synthesize the given product. Given the product [F:33][C:28]1[CH:29]=[CH:30][CH:31]=[CH:32][C:27]=1[CH:19]([OH:35])[CH2:18][O:17][C@H:14]1[CH2:15][CH2:16][C@H:11]([NH:10][C:9](=[O:34])[O:8][CH2:1][C:2]2[CH:7]=[CH:6][CH:5]=[CH:4][CH:3]=2)[CH2:12][CH2:13]1, predict the reactants needed to synthesize it. The reactants are: [CH2:1]([O:8][C:9](=[O:34])[NH:10][C@H:11]1[CH2:16][CH2:15][C@H:14]([O:17][CH2:18][C:19]([C:27]2[CH:32]=[CH:31][CH:30]=[CH:29][C:28]=2[F:33])=CC2C=CC=CC=2)[CH2:13][CH2:12]1)[C:2]1[CH:7]=[CH:6][CH:5]=[CH:4][CH:3]=1.[O:35]=[O+][O-].